From a dataset of Experimentally validated miRNA-target interactions with 360,000+ pairs, plus equal number of negative samples. Binary Classification. Given a miRNA mature sequence and a target amino acid sequence, predict their likelihood of interaction. (1) The miRNA is mmu-miR-5129-5p with sequence AUGUGGGGGCAUUGGUAUUUUC. The protein sequence of the target gene is MFRHVAQNLGSRNTSIQSYRLLRTRWERGYLKDLYHRRQILGADPAISRSSYPNWDYDSELYAFGHRIGAPEISEDQYIKALTNESFFQRADVEENVESAQPGAEVGTEHNAELVKRGEQNLSIWLKRYLRFHLAKAPEELIEAIDSHLLDDECLAGIASHLGIDHLVRTKEFPISQESSADAFRALAGVFSDEKVKNLVIDFIVPQLVDIDFADIYPLADPLAVVTDLLKSNGVTEIEPRVLRSAGENSAEPIYVVAIYADKLKNVGQSAGESLAIAVDMAAREALLRLWDITSEKVLF.... Result: 0 (no interaction). (2) The miRNA is hsa-miR-146a-5p with sequence UGAGAACUGAAUUCCAUGGGUU. The protein sequence of the target gene is MAEAGAGLSETVTETTVTVTTEPENRSLTIKLRKRKPEKKVEWTSDTVDNEHMGRRSSKCCCIYEKPRAFGESSTESDEEEEEGCGHTHCVRGHRKGRRRATLGPTPTTPPQPPDPSQPPPGPMQH. Result: 1 (interaction). (3) The miRNA is hsa-miR-3181 with sequence AUCGGGCCCUCGGCGCCGG. The protein sequence of the target gene is MEPSHKDAETAAAAAAVAAADPRGASSSSGVVVQVREKKGPLRAAIPYMPFPVAVICLFLNTFVPGLGTFVSAFTVLCGARTDLPDRHVCCVFWLNIAAALIQILTAIVMVGWIMSIFWGMDMVILAISQGYKEQGIPQQL. Result: 0 (no interaction). (4) The miRNA is hsa-miR-4262 with sequence GACAUUCAGACUACCUG. The protein sequence of the target gene is MRTSLQAVALWGQKAPPHSITAIMITDDQRTIVTGSQEGQLCLWNLSHELKISAKELLFGHSASVTCLARARDFSKQPYIVSAAENGEMCVWNVTNGQCMEKATLPYRHTAICYYHCSFRMTGEGWLLCCGEYQDVLIIDAKTLAVVHSFRSSQFPDWINCMCIVHSMRIQEDSLLVVSVAGELKVWDLSSSINSIQEKQDVYEKESKFLESLNCQTIRFCTYTERLLLVVFSKCWKVYDYCDFSLLLTEVSRNGQFFAGGEVIAAHRILIWTEDGHSYIYQLLNSGLSKSIYPADGRVL.... Result: 1 (interaction). (5) The miRNA is hsa-miR-3173-5p with sequence UGCCCUGCCUGUUUUCUCCUUU. The protein sequence of the target gene is MQSQRIPGRKRGRPSLHSTPMKMAVHNLYSASAGSLPAVKIPKKRGRKPGYKIKSRVLMTPLALSPPRSTPEPDLSSIPQDAATVPSLAAPQALTVCLYINKQANAGPYLERKKVQQLPEHFGPERPSAVLQQAVQACIDCAHQQKLVFSLVKQGYGGEMVSVSASFDGKQHLRSLPVVNSIGYVLRFLAKLCRSLLCDDLFSHQPFPRGCSASEKVQEKEEGRMESVKTVTTEEYLVNPVGMNRYSVDTSASTFNHRGSLHPSSSLYCKRQNSGDSHLGGGPAATAGGPRTSPMSSGGP.... Result: 0 (no interaction). (6) The miRNA is mmu-miR-1983 with sequence CUCACCUGGAGCAUGUUUUCU. The protein sequence of the target gene is MAQLANIGELLSMLDSSTLGVRDDVTAIFKESLNSERGPMLVNTLVDYYLETNSQPVLHILTTLQEPHDKHLLDKINEYVGKAATRLSILSLLGHVVRLQPSWKHKLSQAPLLPSLLKCLKMDTDVVVLTTGVLVLITMLPMIPQSGKQHLLDFFDIFGRLSSWCLKKPGHVTEVYLVHLHASVYALFHRLYGMYPCNFVSFLRSHYSMKENVETFEEVVKPMMEHVRIHPELVTGSKDHELDPRRWKTLETHDVVIECAKISLDPTEASYEDGYSVSHQLSACFPYRSADVTTSPYVDT.... Result: 0 (no interaction). (7) The miRNA is hsa-miR-194-5p with sequence UGUAACAGCAACUCCAUGUGGA. The protein sequence of the target gene is MLFDKVKAFSVQLDGATAGVEPVFSGGQAVAGRVLLELSSAARVGALRLRARGRAHVHWTESRSAGSSTAYTQSYSERVEVVSHRATLLAPDTGETTTLPPGRHEFLFSFQLPPTLVTSFEGKHGSVRYCIKATLHRPWVPARRARKVFTVIEPVDINTPALLAPQAGAREKVARSWYCNRGLVSLSAKIDRKGYTPGEVIPVFAEIDNGSTRPVLPRAAVVQTQTFMARGARKQKRAVVASLAGEPVGPGQRALWQGRALRIPPVGPSILHCRVLHVDYALKVCVDIPGTSKLLLELPL.... Result: 1 (interaction). (8) The miRNA is hsa-miR-6794-5p with sequence CAGGGGGACUGGGGGUGAGC. The protein sequence of the target gene is MAKQYDVLFRLLLIGDSGVGKTCLLCRFTDNEFHSSHISTIGVDFKMKTIEVDGIKVRIQIWDTAGQERYQTITKQYYRRAQGIFLVYDISSERSYQHIMKWVSDVDEYAPEGVQKILIGNKADEEQKRQVGREQGQQLAKEYGMDFYETSACTNLNIKESFTRLTELVLQAHRKELEGLRMRASNELALAELEEEEGKPEGPANSSKTCWC. Result: 1 (interaction). (9) The miRNA is mmu-miR-367-3p with sequence AAUUGCACUUUAGCAAUGGUGA. The protein sequence of the target gene is MGKRGSRSQSQLLNTLTKKQKKHLRDFGEEHPFYDRVSRKEAKPQICQLSESSDSSDSESDSESEPQQVSGYHRLLATLKNVSEEEEEDEEEEEEEDSIVDDAEMNDEDGGSDVSVEEEMAAESTESPENVALSADPEGKEDGEEPPGTSQTSPEEFTDAKHESLFSLETNFLEEESGDNSSLKASQDPFLQHVNKELKEKAIQAVATNPKTTHELKWPILGQLFFSSKFQKLETFKPPKDIDLKSLHLQKPLESTWTKTNSQFLSGPQKSSSPFTPLQKELFLIMNSYRDLFYPERTAL.... Result: 0 (no interaction).